Dataset: Full USPTO retrosynthesis dataset with 1.9M reactions from patents (1976-2016). Task: Predict the reactants needed to synthesize the given product. Given the product [Br:24][CH2:20][C:42]1[CH:41]=[C:36]([CH:35]=[C:34]([CH2:33][O:32][Si:25]([C:28]([CH3:31])([CH3:30])[CH3:29])([CH3:27])[CH3:26])[CH:43]=1)[C:37]([O:39][CH3:40])=[O:38], predict the reactants needed to synthesize it. The reactants are: C1(P(C2C=CC=CC=2)C2C=CC=CC=2)C=CC=CC=1.[C:20]([Br:24])(Br)(Br)Br.[Si:25]([O:32][CH2:33][C:34]1[CH:35]=[C:36]([CH:41]=[C:42](CO)[CH:43]=1)[C:37]([O:39][CH3:40])=[O:38])([C:28]([CH3:31])([CH3:30])[CH3:29])([CH3:27])[CH3:26].